From a dataset of Reaction yield outcomes from USPTO patents with 853,638 reactions. Predict the reaction yield, written as a fraction of the theoretical maximum amount of product (1.0 means a 100% yield; for example, 0.34 means a 34% yield). The reactants are Cl.[Cl:2][C:3]1[C:11]2[C:6](=[CH:7][CH:8]=[C:9]([C:12]3[O:16][N:15]=[C:14]([C:17]4[CH:26]=[CH:25][CH:24]=[C:23]5[C:18]=4[CH2:19][CH2:20][N:21]([CH2:27][C:28](O)=[O:29])[CH2:22]5)[N:13]=3)[CH:10]=2)[N:5]([CH:31]([CH3:33])[CH3:32])[CH:4]=1.[NH2:34][CH2:35][CH2:36][OH:37].F[P-](F)(F)(F)(F)F.N1(OC(N(C)C)=[N+](C)C)C2N=CC=CC=2N=N1.C(N(C(C)C)CC)(C)C. The catalyst is CN(C)C=O. The product is [Cl:2][C:3]1[C:11]2[C:6](=[CH:7][CH:8]=[C:9]([C:12]3[O:16][N:15]=[C:14]([C:17]4[CH:26]=[CH:25][CH:24]=[C:23]5[C:18]=4[CH2:19][CH2:20][N:21]([CH2:27][C:28]([NH:34][CH2:35][CH2:36][OH:37])=[O:29])[CH2:22]5)[N:13]=3)[CH:10]=2)[N:5]([CH:31]([CH3:32])[CH3:33])[CH:4]=1. The yield is 0.650.